Dataset: Catalyst prediction with 721,799 reactions and 888 catalyst types from USPTO. Task: Predict which catalyst facilitates the given reaction. (1) Reactant: C([O:8][C:9]1[CH:14]=[C:13]([O:15]CC2C=CC=CC=2)[C:12]([C:23]([CH3:25])=[CH2:24])=[CH:11][C:10]=1[C:26]([N:28]1[CH2:36][C:35]2[C:30](=[CH:31][CH:32]=[C:33]([N:37]3[CH2:42][CH2:41][N:40]([CH3:43])[CH2:39][CH2:38]3)[CH:34]=2)[CH2:29]1)=[O:27])C1C=CC=CC=1. Product: [OH:8][C:9]1[CH:14]=[C:13]([OH:15])[C:12]([CH:23]([CH3:24])[CH3:25])=[CH:11][C:10]=1[C:26]([N:28]1[CH2:36][C:35]2[C:30](=[CH:31][CH:32]=[C:33]([N:37]3[CH2:38][CH2:39][N:40]([CH3:43])[CH2:41][CH2:42]3)[CH:34]=2)[CH2:29]1)=[O:27]. The catalyst class is: 19. (2) Reactant: [CH3:1][O:2][C:3]1[CH:17]=[CH:16][C:6]([C:7]([O:9][CH2:10][CH:11]2[CH2:13][CH:12]2CBr)=[O:8])=[CH:5][CH:4]=1.[C-:18]#[N:19].[K+].[C:21](=O)(O)[O-].[Na+]. Product: [CH3:1][O:2][C:3]1[CH:4]=[CH:5][C:6]([C:7]([O:9][CH2:10][C:11]2([CH2:21][C:18]#[N:19])[CH2:12][CH2:13]2)=[O:8])=[CH:16][CH:17]=1. The catalyst class is: 40. (3) Reactant: [C:1]([O:4][C:5]1[CH:24]=[CH:23][C:8]([C:9]2[CH2:10][O:11][C:12]3[C:17]([CH:18]=2)=[CH:16][CH:15]=[C:14]([O:19][C:20](=[O:22])[CH3:21])[CH:13]=3)=[CH:7][CH:6]=1)(=[O:3])[CH3:2].[CH:25]1[CH:30]=CC([C+](C2C=CC=CC=2)C2C=CC=CC=2)=C[CH:26]=1.F[P-](F)(F)(F)(F)F.C([Sn](CCCC)(CCCC)CCCC)C=C. Product: [CH2:30]([CH:10]1[C:9]([C:8]2[CH:23]=[CH:24][C:5]([O:4][C:1](=[O:3])[CH3:2])=[CH:6][CH:7]=2)=[CH:18][C:17]2[C:12](=[CH:13][C:14]([O:19][C:20](=[O:22])[CH3:21])=[CH:15][CH:16]=2)[O:11]1)[CH:25]=[CH2:26]. The catalyst class is: 4. (4) Reactant: [Cl:1][C:2]1[C:3]([N:10]2[C:14]3[CH:15]=[CH:16][CH:17]=[CH:18][C:13]=3[N:12]=[C:11]2[CH3:19])=[N:4][C:5]([F:9])=[N:6][C:7]=1F.[NH4+:20].[OH-]. Product: [Cl:1][C:2]1[C:7]([NH2:20])=[N:6][C:5]([F:9])=[N:4][C:3]=1[N:10]1[C:14]2[CH:15]=[CH:16][CH:17]=[CH:18][C:13]=2[N:12]=[C:11]1[CH3:19]. The catalyst class is: 10. (5) Reactant: [Cl:1][C:2]1[CH:7]=[CH:6][C:5]([CH:8]=[CH:9][C:10]2[O:11][CH:12]=[C:13]([CH2:15][OH:16])[N:14]=2)=[C:4]([F:17])[CH:3]=1.CC(C)([O-])C.[Na+].Cl[C:25]1[N:30]=[CH:29][C:28]([CH2:31][CH2:32][CH2:33][CH2:34][N:35]2[CH:39]=[CH:38][N:37]=[N:36]2)=[CH:27][N:26]=1.C(OCC)(=O)C. Product: [Cl:1][C:2]1[CH:7]=[CH:6][C:5]([CH:8]=[CH:9][C:10]2[O:11][CH:12]=[C:13]([CH2:15][O:16][C:25]3[N:30]=[CH:29][C:28]([CH2:31][CH2:32][CH2:33][CH2:34][N:35]4[CH:39]=[CH:38][N:37]=[N:36]4)=[CH:27][N:26]=3)[N:14]=2)=[C:4]([F:17])[CH:3]=1. The catalyst class is: 7.